From a dataset of Forward reaction prediction with 1.9M reactions from USPTO patents (1976-2016). Predict the product of the given reaction. (1) Given the reactants [C:1]([O:5][C:6](=[O:18])[NH:7][C:8]1([C:16]#[CH:17])[CH2:13][O:12][C:11]([CH3:15])([CH3:14])[O:10][CH2:9]1)([CH3:4])([CH3:3])[CH3:2].C1(P(C2CCCCC2)C2C=CC=CC=2C2[C:37]([CH:38]([CH3:40])C)=[CH:36][C:35](C(C)C)=[CH:34][C:33]=2[CH:44](C)C)CCCCC1.[C:53](=[O:56])([O-])[O-].[Cs+].[Cs+].O.[C:60](#[N:62])[CH3:61], predict the reaction product. The product is: [C:1]([O:5][C:6](=[O:18])[NH:7][C:8]1([C:16]#[C:17][C:8]2[CH:16]=[CH:17][C:53]([O:56][CH2:44][CH2:33][CH2:34][CH2:35][CH2:36][CH2:37][CH2:38][CH3:40])=[C:61]([C:60]#[N:62])[CH:9]=2)[CH2:13][O:12][C:11]([CH3:15])([CH3:14])[O:10][CH2:9]1)([CH3:4])([CH3:3])[CH3:2]. (2) Given the reactants [NH2:1][C:2]1[CH:7]=[CH:6][C:5]([CH3:8])=[CH:4][N:3]=1.[CH:9]1([CH2:15][C@H:16]([N:20]2[C:24](=[O:25])[C@H:23]([CH2:26][CH:27]3[CH2:32][CH2:31][CH2:30][CH2:29][CH2:28]3)[NH:22][C:21]2=[O:33])[C:17](O)=[O:18])[CH2:14][CH2:13][CH2:12][CH2:11][CH2:10]1, predict the reaction product. The product is: [CH:9]1([CH2:15][C@H:16]([N:20]2[C:24](=[O:25])[C@H:23]([CH2:26][CH:27]3[CH2:28][CH2:29][CH2:30][CH2:31][CH2:32]3)[NH:22][C:21]2=[O:33])[C:17]([NH:1][C:2]2[CH:7]=[CH:6][C:5]([CH3:8])=[CH:4][N:3]=2)=[O:18])[CH2:10][CH2:11][CH2:12][CH2:13][CH2:14]1. (3) Given the reactants [F:1][C:2]1[CH:7]=[C:6]([F:8])[CH:5]=[CH:4][C:3]=1[Mg]Br.[Cl:11][CH2:12][C:13](=[O:23])[C@H:14]([O:16][C:17](=[O:22])[C:18]([CH3:21])([CH3:20])[CH3:19])[CH3:15].[Cl-].[NH4+].O, predict the reaction product. The product is: [Cl:11][CH2:12][C:13]([C:3]1[CH:4]=[CH:5][C:6]([F:8])=[CH:7][C:2]=1[F:1])([OH:23])[CH:14]([O:16][C:17](=[O:22])[C:18]([CH3:20])([CH3:19])[CH3:21])[CH3:15]. (4) Given the reactants Cl.[CH3:2][C:3]1[N:4]([CH2:11][CH2:12][NH2:13])[C:5]([N+:8]([O-:10])=[O:9])=[CH:6][N:7]=1.O=[C:15]1[CH:23]([I:24])[CH2:22][C:21](=O)[CH2:20][C:16]1(N1C=CC=C1)[C:17]([O-])=[O:18], predict the reaction product. The product is: [CH3:2][C:3]1[N:4]([CH2:11][CH2:12][NH:13][C:17](=[O:18])[C:16]2[CH:20]=[CH:21][CH:22]=[C:23]([I:24])[CH:15]=2)[C:5]([N+:8]([O-:10])=[O:9])=[CH:6][N:7]=1.